From a dataset of Peptide-MHC class I binding affinity with 185,985 pairs from IEDB/IMGT. Regression. Given a peptide amino acid sequence and an MHC pseudo amino acid sequence, predict their binding affinity value. This is MHC class I binding data. The MHC is HLA-B18:01 with pseudo-sequence HLA-B18:01. The peptide sequence is REMLAHAEET. The binding affinity (normalized) is 0.359.